Dataset: Forward reaction prediction with 1.9M reactions from USPTO patents (1976-2016). Task: Predict the product of the given reaction. Given the reactants [SH:1][C:2]1[CH:7]=[CH:6][CH:5]=[CH:4][N:3]=1.[H-].[Na+].[H][H].Cl[CH2:13][CH2:14][CH2:15][O:16][CH2:17][CH2:18][N:19]1[C:31]2[C:30]3[CH:29]=[CH:28][CH:27]=[CH:26][C:25]=3[N:24]=[C:23]([NH2:32])[C:22]=2[N:21]=[C:20]1[CH2:33][CH2:34][CH3:35], predict the reaction product. The product is: [CH2:33]([C:20]1[N:19]([CH2:18][CH2:17][O:16][CH2:15][CH2:14][CH2:13][S:1][C:2]2[CH:7]=[CH:6][CH:5]=[CH:4][N:3]=2)[C:31]2[C:30]3[CH:29]=[CH:28][CH:27]=[CH:26][C:25]=3[N:24]=[C:23]([NH2:32])[C:22]=2[N:21]=1)[CH2:34][CH3:35].